From a dataset of Merck oncology drug combination screen with 23,052 pairs across 39 cell lines. Regression. Given two drug SMILES strings and cell line genomic features, predict the synergy score measuring deviation from expected non-interaction effect. (1) Drug 1: COC12C(COC(N)=O)C3=C(C(=O)C(C)=C(N)C3=O)N1CC1NC12. Drug 2: COC1CC2CCC(C)C(O)(O2)C(=O)C(=O)N2CCCCC2C(=O)OC(C(C)CC2CCC(OP(C)(C)=O)C(OC)C2)CC(=O)C(C)C=C(C)C(O)C(OC)C(=O)C(C)CC(C)C=CC=CC=C1C. Cell line: SW620. Synergy scores: synergy=8.26. (2) Drug 1: O=S1(=O)NC2(CN1CC(F)(F)F)C1CCC2Cc2cc(C=CCN3CCC(C(F)(F)F)CC3)ccc2C1. Drug 2: CC(C)CC(NC(=O)C(Cc1ccccc1)NC(=O)c1cnccn1)B(O)O. Cell line: RPMI7951. Synergy scores: synergy=2.40. (3) Drug 1: COC1CC2CCC(C)C(O)(O2)C(=O)C(=O)N2CCCCC2C(=O)OC(C(C)CC2CCC(OP(C)(C)=O)C(OC)C2)CC(=O)C(C)C=C(C)C(O)C(OC)C(=O)C(C)CC(C)C=CC=CC=C1C. Drug 2: CCc1c2c(nc3ccc(O)cc13)-c1cc3c(c(=O)n1C2)COC(=O)C3(O)CC. Cell line: RPMI7951. Synergy scores: synergy=72.5. (4) Drug 1: CN(Cc1cnc2nc(N)nc(N)c2n1)c1ccc(C(=O)NC(CCC(=O)O)C(=O)O)cc1. Drug 2: O=C(CCCCCCC(=O)Nc1ccccc1)NO. Cell line: UACC62. Synergy scores: synergy=-10.6. (5) Drug 1: O=C(CCCCCCC(=O)Nc1ccccc1)NO. Drug 2: Nc1ccn(C2OC(CO)C(O)C2(F)F)c(=O)n1. Cell line: A2780. Synergy scores: synergy=1.18. (6) Drug 1: O=S1(=O)NC2(CN1CC(F)(F)F)C1CCC2Cc2cc(C=CCN3CCC(C(F)(F)F)CC3)ccc2C1. Drug 2: CCC1(O)C(=O)OCc2c1cc1n(c2=O)Cc2cc3c(CN(C)C)c(O)ccc3nc2-1. Cell line: A375. Synergy scores: synergy=13.2. (7) Drug 1: O=S1(=O)NC2(CN1CC(F)(F)F)C1CCC2Cc2cc(C=CCN3CCC(C(F)(F)F)CC3)ccc2C1. Drug 2: CN(Cc1cnc2nc(N)nc(N)c2n1)c1ccc(C(=O)NC(CCC(=O)O)C(=O)O)cc1. Cell line: OV90. Synergy scores: synergy=5.23.